This data is from Retrosynthesis with 50K atom-mapped reactions and 10 reaction types from USPTO. The task is: Predict the reactants needed to synthesize the given product. (1) Given the product c1ccc([S+](c2ccccc2)c2ccccc2)cc1, predict the reactants needed to synthesize it. The reactants are: O=C1C2CC3CC1CC(OC(=O)C(F)(F)S(=O)(=O)[O-])(C3)C2. (2) Given the product COC(=O)[C@H]1CC[C@H](C(=O)N(C)CCN(C)C)CC1, predict the reactants needed to synthesize it. The reactants are: CNCCN(C)C.COC(=O)[C@H]1CC[C@H](C(=O)O)CC1. (3) Given the product CCCCc1nc2ccc(-c3cn4ccccc4n3)cc2n1Cc1ccc(-c2ccccc2C(=O)O)cc1, predict the reactants needed to synthesize it. The reactants are: CCCCc1nc2ccc(-c3cn4ccccc4n3)cc2n1Cc1ccc(-c2ccccc2C(=O)OC(C)(C)C)cc1. (4) Given the product CC(C)(C)OC(=O)N1CC(COc2nc(N[C@H]3CC[C@@H](C)CC3)ncc2Br)C1, predict the reactants needed to synthesize it. The reactants are: CC(C)(C)OC(=O)N1CC(COc2nc(Cl)ncc2Br)C1.C[C@H]1CC[C@@H](N)CC1. (5) The reactants are: Nc1ccccc1I.O=C(O)Cc1ccc(Cl)c(Cl)c1. Given the product O=C(Cc1ccc(Cl)c(Cl)c1)Nc1ccccc1I, predict the reactants needed to synthesize it.